Task: Predict the reactants needed to synthesize the given product.. Dataset: Full USPTO retrosynthesis dataset with 1.9M reactions from patents (1976-2016) (1) Given the product [Br:1][C:2]1[C:3]([C@@H:14]([NH:24][C:25](=[O:31])[O:26][C:27]([CH3:29])([CH3:28])[CH3:30])[CH2:15][C:16]2[CH:21]=[C:20]([F:22])[CH:19]=[C:18]([F:23])[CH:17]=2)=[N:4][C:5]([C:36]#[C:35][C:33]([OH:37])([CH3:34])[CH3:32])=[CH:6][CH:7]=1, predict the reactants needed to synthesize it. The reactants are: [Br:1][C:2]1[C:3]([C@@H:14]([NH:24][C:25](=[O:31])[O:26][C:27]([CH3:30])([CH3:29])[CH3:28])[CH2:15][C:16]2[CH:21]=[C:20]([F:22])[CH:19]=[C:18]([F:23])[CH:17]=2)=[N:4][CH:5]=[C:6](C#CC(O)(C)C)[CH:7]=1.[CH3:32][C:33]([OH:37])([C:35]#[CH:36])[CH3:34].BrC1C([C@@H](NC(=O)OC(C)(C)C)CC2C=C(F)C=C(F)C=2)=NC(Br)=CC=1. (2) Given the product [Cl:1][C:2]1[C:8]([N+:9]([O-:11])=[O:10])=[CH:7][C:5]([O:6][CH2:18][C:17]2[C:20]([O:25][CH3:26])=[CH:21][CH:22]=[C:23]([F:24])[C:16]=2[F:15])=[C:4]([OH:12])[CH:3]=1, predict the reactants needed to synthesize it. The reactants are: [Cl:1][C:2]1[CH:3]=[C:4]([OH:12])[C:5](=[CH:7][C:8]=1[N+:9]([O-:11])=[O:10])[OH:6].[H-].[Na+].[F:15][C:16]1[C:23]([F:24])=[CH:22][CH:21]=[C:20]([O:25][CH3:26])[C:17]=1[CH2:18]Br.Cl.